Dataset: Full USPTO retrosynthesis dataset with 1.9M reactions from patents (1976-2016). Task: Predict the reactants needed to synthesize the given product. (1) Given the product [ClH:38].[ClH:38].[F:1][C:2]1[CH:3]=[C:4]([NH:24][C:36]([NH:35][C:33](=[O:34])[CH2:32][C:27]2[CH:28]=[CH:29][CH:30]=[CH:31][C:26]=2[F:25])=[S:37])[CH:5]=[CH:6][C:7]=1[O:8][C:9]1[CH:14]=[CH:13][N:12]=[C:11]2[CH:15]=[C:16]([C:18]3[N:19]([CH3:23])[CH:20]=[CH:21][N:22]=3)[S:17][C:10]=12, predict the reactants needed to synthesize it. The reactants are: [F:1][C:2]1[CH:3]=[C:4]([NH2:24])[CH:5]=[CH:6][C:7]=1[O:8][C:9]1[CH:14]=[CH:13][N:12]=[C:11]2[CH:15]=[C:16]([C:18]3[N:19]([CH3:23])[CH:20]=[CH:21][N:22]=3)[S:17][C:10]=12.[F:25][C:26]1[CH:31]=[CH:30][CH:29]=[CH:28][C:27]=1[CH2:32][C:33]([N:35]=[C:36]=[S:37])=[O:34].[ClH:38]. (2) Given the product [NH2:1][C:2]1[C:3]([N+:11]([O-:13])=[O:12])=[N:4][CH:5]=[C:6]([CH:10]=1)[C:7]([O:9][CH3:19])=[O:8], predict the reactants needed to synthesize it. The reactants are: [NH2:1][C:2]1[C:3]([N+:11]([O-:13])=[O:12])=[N:4][CH:5]=[C:6]([CH:10]=1)[C:7]([OH:9])=[O:8].S(=O)(=O)(O)O.[CH3:19]O. (3) Given the product [Br:26][C:4]1[C:5]2[O:18][CH:9]3[CH:8]([C:6]=2[CH:7]=[C:2]([CH3:1])[CH:3]=1)[C:12]1[CH:13]=[CH:14][C:15]([CH3:17])=[CH:16][C:11]=1[O:10]3, predict the reactants needed to synthesize it. The reactants are: [CH3:1][C:2]1[CH:3]=[CH:4][C:5]2[O:18][CH:9]3[O:10][C:11]4[CH:16]=[C:15]([CH3:17])[CH:14]=[CH:13][C:12]=4[CH:8]3[C:6]=2[CH:7]=1.C1C(=O)N([Br:26])C(=O)C1.[Al]. (4) Given the product [C:1]([O:9][CH:10]1[CH2:34][CH2:33][C@@:32]2([CH3:35])[CH:12]([CH2:13][CH2:14][C:15]3[C@H:16]4[C@:28]([CH3:36])([CH2:29][CH2:30][C:31]=32)[C@@H:19]([C@H:20]([CH3:27])[CH2:21][CH2:22][CH2:23][CH:24]([CH3:26])[CH3:25])[CH2:18][CH:17]4[OH:40])[C:11]1([CH3:38])[CH3:37])(=[O:8])[C:2]1[CH:7]=[CH:6][CH:5]=[CH:4][CH:3]=1, predict the reactants needed to synthesize it. The reactants are: [C:1]([O:9][CH:10]1[CH2:34][CH2:33][C@@:32]2([CH3:35])[CH:12]([CH2:13][CH2:14][C:15]3[C:16]4[C@:28]([CH3:36])([CH2:29][CH2:30][C:31]=32)[C@@H:19]([C@H:20]([CH3:27])[CH2:21][CH2:22][CH2:23][CH:24]([CH3:26])[CH3:25])[CH2:18][CH:17]=4)[C:11]1([CH3:38])[CH3:37])(=[O:8])[C:2]1[CH:7]=[CH:6][CH:5]=[CH:4][CH:3]=1.B.[OH-:40].[Na+].OO.